Predict the reaction yield, written as a fraction of the theoretical maximum amount of product (1.0 means a 100% yield; for example, 0.34 means a 34% yield). From a dataset of Reaction yield outcomes from USPTO patents with 853,638 reactions. (1) The reactants are C12BC(CCC1)CCC2.FC(F)(F)S(O[C:16]1[C:21]([O:22][CH3:23])=[CH:20][C:19]([Cl:24])=[CH:18][C:17]=1[CH2:25][CH:26]=[CH2:27])(=O)=O.P([O-])([O-])([O-])=O.[K+].[K+].[K+].[OH-].[Na+].OO. The catalyst is O1CCCC1.C1C=CC([PH+]([C]2[CH][CH][CH][CH]2)C2C=CC=CC=2)=CC=1.C1C=CC([PH+]([C]2[CH][CH][CH][CH]2)C2C=CC=CC=2)=CC=1.C(Cl)Cl.Cl[Pd]Cl.[Fe]. The product is [Cl:24][C:19]1[CH:18]=[C:17]2[C:16]([CH2:27][CH2:26][CH2:25]2)=[C:21]([O:22][CH3:23])[CH:20]=1. The yield is 0.680. (2) The reactants are [C:1]1([C:7]2[NH:8][C:9]3[C:14]([CH:15]=2)=[CH:13][CH:12]=[C:11]([NH2:16])[CH:10]=3)[CH:6]=[CH:5][CH:4]=[CH:3][CH:2]=1.[C:17](Cl)(=[O:21])[CH:18]([CH3:20])[CH3:19].O. The catalyst is N1C=CC=CC=1. The product is [C:1]1([C:7]2[NH:8][C:9]3[C:14]([CH:15]=2)=[CH:13][CH:12]=[C:11]([NH:16][C:17](=[O:21])[CH:18]([CH3:20])[CH3:19])[CH:10]=3)[CH:2]=[CH:3][CH:4]=[CH:5][CH:6]=1. The yield is 0.210. (3) The reactants are [C:1]([O:5][C:6]([N:8]1[CH2:24][CH2:23][C:10]2([CH2:13][CH:12]([N:14]3[CH2:19][CH2:18][CH:17]([C:20](O)=[O:21])[CH2:16][CH2:15]3)[CH2:11]2)[CH2:9]1)=[O:7])([CH3:4])([CH3:3])[CH3:2].[C:25]([NH2:29])([CH3:28])([CH3:27])[CH3:26].CN(C(ON1N=NC2C=CC=NC1=2)=[N+](C)C)C.F[P-](F)(F)(F)(F)F.CCN(C(C)C)C(C)C. The catalyst is CN(C=O)C. The product is [C:1]([O:5][C:6]([N:8]1[CH2:24][CH2:23][C:10]2([CH2:13][CH:12]([N:14]3[CH2:15][CH2:16][CH:17]([C:20](=[O:21])[NH:29][C:25]([CH3:28])([CH3:27])[CH3:26])[CH2:18][CH2:19]3)[CH2:11]2)[CH2:9]1)=[O:7])([CH3:2])([CH3:4])[CH3:3]. The yield is 0.605. (4) The reactants are Br[C:2]1[CH:8]=[CH:7][C:5]([NH2:6])=[C:4]([F:9])[CH:3]=1.[CH3:10][PH:11](=[O:13])[CH3:12].CC1(C)C2C(=C(P(C3C=CC=CC=3)C3C=CC=CC=3)C=CC=2)OC2C(P(C3C=CC=CC=3)C3C=CC=CC=3)=CC=CC1=2.P([O-])([O-])([O-])=O.[K+].[K+].[K+]. The catalyst is CN(C=O)C.C([O-])(=O)C.[Pd+2].C([O-])(=O)C. The product is [CH3:10][P:11]([C:2]1[CH:8]=[CH:7][C:5]([NH2:6])=[C:4]([F:9])[CH:3]=1)([CH3:12])=[O:13]. The yield is 0.200. (5) The reactants are [N+:1]([C:4]1[CH:11]=[CH:10][C:7]([C:8]#[N:9])=[CH:6][CH:5]=1)([O-:3])=[O:2].[CH3:12][CH2:13][OH:14].C([Cl:18])(=O)C. No catalyst specified. The product is [ClH:18].[N+:1]([C:4]1[CH:5]=[CH:6][C:7]([C:8](=[NH:9])[O:14][CH2:13][CH3:12])=[CH:10][CH:11]=1)([O-:3])=[O:2]. The yield is 0.580. (6) The reactants are [Cl:1][C:2]1[S:3][C:4]([Cl:12])=[CH:5][C:6]=1[CH2:7]SC(=O)C.[Br:13]CC1C=C(F)C=C(Cl)C=1. No catalyst specified. The product is [Br:13][CH2:7][C:6]1[CH:5]=[C:4]([Cl:12])[S:3][C:2]=1[Cl:1]. The yield is 0.970. (7) The reactants are [N+:1]([C:4]1[CH:17]=[CH:16][C:7]([C:8]([N:10]2[CH2:15][CH2:14][S:13][CH2:12][CH2:11]2)=[O:9])=[CH:6][CH:5]=1)([O-])=O.[NH4+].[Cl-]. The catalyst is C(O)C.O.[Fe]. The product is [NH2:1][C:4]1[CH:17]=[CH:16][C:7]([C:8]([N:10]2[CH2:11][CH2:12][S:13][CH2:14][CH2:15]2)=[O:9])=[CH:6][CH:5]=1. The yield is 1.00. (8) The reactants are [Br-].C(OC([NH:9][C@@H:10]([CH2:31][C:32]1[CH:37]=[CH:36][CH:35]=[CH:34][CH:33]=1)[C:11]([O:13][C@@H:14]1[CH:19]2[CH2:20][CH2:21][N+:16]([CH2:22][CH2:23][O:24][C:25]3[CH:30]=[CH:29][CH:28]=[CH:27][CH:26]=3)([CH2:17][CH2:18]2)[CH2:15]1)=[O:12])=O)(C)(C)C.[F:38][C:39]([F:44])([F:43])[C:40]([OH:42])=[O:41]. The catalyst is C(Cl)Cl. The product is [F:38][C:39]([F:44])([F:43])[C:40]([O-:42])=[O:41].[F:38][C:39]([F:44])([F:43])[C:40]([O-:42])=[O:41].[NH2:9][C@@H:10]([CH2:31][C:32]1[CH:33]=[CH:34][CH:35]=[CH:36][CH:37]=1)[C:11]([O:13][C@@H:14]1[CH:19]2[CH2:20][CH2:21][N+:16]([CH2:22][CH2:23][O:24][C:25]3[CH:26]=[CH:27][CH:28]=[CH:29][CH:30]=3)([CH2:17][CH2:18]2)[CH2:15]1)=[O:12].[NH2:9][C@@H:10]([CH2:31][C:32]1[CH:33]=[CH:34][CH:35]=[CH:36][CH:37]=1)[C:11]([O:13][C@@H:14]1[CH:19]2[CH2:20][CH2:21][N+:16]([CH2:22][CH2:23][O:24][C:25]3[CH:26]=[CH:27][CH:28]=[CH:29][CH:30]=3)([CH2:17][CH2:18]2)[CH2:15]1)=[O:12]. The yield is 0.430. (9) The reactants are [C:1]([O:5][C:6]([NH:8][CH:9]([C:12]1[CH:23]=[CH:22][C:15]([C:16]([O:18][CH2:19][CH2:20][CH3:21])=[O:17])=[CH:14][CH:13]=1)[CH2:10][OH:11])=[O:7])([CH3:4])([CH3:3])[CH3:2]. The catalyst is CO. The product is [CH2:19]([O:18][C:16]([CH:15]1[CH2:22][CH2:23][CH:12]([CH:9]([NH:8][C:6]([O:5][C:1]([CH3:2])([CH3:4])[CH3:3])=[O:7])[CH2:10][OH:11])[CH2:13][CH2:14]1)=[O:17])[CH2:20][CH3:21]. The yield is 0.899. (10) The reactants are [C:1]([O:5][C:6]([N:8]1[CH2:13][CH:12]=[C:11]([C:14]2[CH:19]=[CH:18][C:17]([C:20]([OH:22])=[O:21])=[CH:16][C:15]=2[C:23]([F:26])([F:25])[F:24])[CH2:10][CH2:9]1)=[O:7])([CH3:4])([CH3:3])[CH3:2]. The catalyst is CO.[Pd]. The product is [C:1]([O:5][C:6]([N:8]1[CH2:13][CH2:12][CH:11]([C:14]2[CH:19]=[CH:18][C:17]([C:20]([OH:22])=[O:21])=[CH:16][C:15]=2[C:23]([F:26])([F:24])[F:25])[CH2:10][CH2:9]1)=[O:7])([CH3:4])([CH3:2])[CH3:3]. The yield is 0.980.